From a dataset of Catalyst prediction with 721,799 reactions and 888 catalyst types from USPTO. Predict which catalyst facilitates the given reaction. (1) Reactant: [CH3:1][O:2][C:3]1[CH:4]=[C:5]2[C:10](=[CH:11][C:12]=1[O:13][CH3:14])[N:9]=[CH:8][CH:7]=[C:6]2[O:15][C:16]1[CH:22]=[CH:21][C:19]([NH2:20])=[C:18]([CH3:23])[C:17]=1[CH3:24].Cl[C:26](Cl)([O:28][C:29](=[O:35])OC(Cl)(Cl)Cl)Cl.[N:37]1([CH2:43]CO)[CH2:42][CH2:41][CH2:40][CH2:39][CH2:38]1.C(=O)(O)[O-].[Na+]. Product: [CH3:1][O:2][C:3]1[CH:4]=[C:5]2[C:10](=[CH:11][C:12]=1[O:13][CH3:14])[N:9]=[CH:8][CH:7]=[C:6]2[O:15][C:16]1[CH:22]=[CH:21][C:19]([NH:20][C:29](=[O:35])[O:28][CH2:26][CH2:43][N:37]2[CH2:42][CH2:41][CH2:40][CH2:39][CH2:38]2)=[C:18]([CH3:23])[C:17]=1[CH3:24]. The catalyst class is: 208. (2) Product: [CH3:25][C:26]1[CH:27]=[C:28]([CH3:29])[N:23]([C:21]2[NH:20][C:11]3=[N:12][C:13]([C:14]4[CH:15]=[N:16][CH:17]=[CH:18][CH:19]=4)=[C:8]([C:7]4[CH:6]=[CH:5][N:4]=[CH:3][C:2]=4[F:1])[CH:9]=[C:10]3[N:22]=2)[N:24]=1. Reactant: [F:1][C:2]1[CH:3]=[N:4][CH:5]=[CH:6][C:7]=1[C:8]1[CH:9]=[C:10]2[N:22]=[C:21]([NH:23][NH2:24])[NH:20][C:11]2=[N:12][C:13]=1[C:14]1[CH:15]=[N:16][CH:17]=[CH:18][CH:19]=1.[CH3:25][C:26](=O)[CH2:27][C:28](=O)[CH3:29].Cl. The catalyst class is: 8. (3) Reactant: [CH2:1]([O:3][C:4]([C:6]1[C:15](=[O:16])[C:14]2[C:9](=[C:10](Br)[CH:11]=[CH:12][C:13]=2[O:17][CH3:18])[NH:8][CH:7]=1)=[O:5])[CH3:2].C([O-])(=O)C.[Na+]. Product: [CH2:1]([O:3][C:4]([C:6]1[C:15](=[O:16])[C:14]2[C:9](=[CH:10][CH:11]=[CH:12][C:13]=2[O:17][CH3:18])[NH:8][CH:7]=1)=[O:5])[CH3:2]. The catalyst class is: 285. (4) Reactant: [C:1]1([OH:7])[CH:6]=[CH:5][CH:4]=[CH:3][CH:2]=1.[H-].[Na+].[CH2:10]([NH:12][C:13]1[CH:18]=[C:17](F)[CH:16]=[CH:15][C:14]=1[N+:20]([O-:22])=[O:21])[CH3:11].O. Product: [CH2:10]([NH:12][C:13]1[CH:18]=[C:17]([O:7][C:1]2[CH:6]=[CH:5][CH:4]=[CH:3][CH:2]=2)[CH:16]=[CH:15][C:14]=1[N+:20]([O-:22])=[O:21])[CH3:11]. The catalyst class is: 37. (5) Reactant: [CH3:1][O:2][C:3]1[C:10]([CH3:11])=[CH:9][C:8]([CH3:12])=[CH:7][C:4]=1[CH:5]=O.C(O)(=O)[CH2:14][C:15]([OH:17])=[O:16].N1CCCC1. Product: [CH3:1][O:2][C:3]1[C:10]([CH3:11])=[CH:9][C:8]([CH3:12])=[CH:7][C:4]=1/[CH:5]=[CH:14]/[C:15]([OH:17])=[O:16]. The catalyst class is: 228. (6) Reactant: S(Cl)([Cl:4])(=O)=O.[CH:6]1([N:9]2[CH2:17][C:16]3[C:11](=[CH:12][CH:13]=[C:14]([C:18]4[C:26]5[C:21](=[N:22][C:23]([C:27]6[CH:32]=[C:31]([O:33][CH3:34])[CH:30]=[C:29]([O:35][CH3:36])[C:28]=6[F:37])=[CH:24][CH:25]=5)[N:20](C5CCCCO5)[N:19]=4)[CH:15]=3)[C:10]2=[O:44])[CH2:8][CH2:7]1. Product: [Cl:4][C:32]1[C:31]([O:33][CH3:34])=[CH:30][C:29]([O:35][CH3:36])=[C:28]([F:37])[C:27]=1[C:23]1[N:22]=[C:21]2[NH:20][N:19]=[C:18]([C:14]3[CH:15]=[C:16]4[C:11](=[CH:12][CH:13]=3)[C:10](=[O:44])[N:9]([CH:6]3[CH2:8][CH2:7]3)[CH2:17]4)[C:26]2=[CH:25][CH:24]=1. The catalyst class is: 61. (7) Reactant: [NH2:1][CH2:2][CH:3]1[CH2:8][CH2:7][N:6]([CH2:9][CH2:10][NH:11][C:12](=[O:18])[O:13][C:14]([CH3:17])([CH3:16])[CH3:15])[CH2:5][CH2:4]1.C(Cl)Cl.[F:22][C:23]1([F:35])[O:27][C:26]2[CH:28]=[CH:29][C:30]([C:32](Cl)=[O:33])=[CH:31][C:25]=2[O:24]1.C([O-])(O)=O.[Na+]. Product: [F:35][C:23]1([F:22])[O:27][C:26]2[CH:28]=[CH:29][C:30]([C:32]([NH:1][CH2:2][CH:3]3[CH2:8][CH2:7][N:6]([CH2:9][CH2:10][NH:11][C:12](=[O:18])[O:13][C:14]([CH3:15])([CH3:17])[CH3:16])[CH2:5][CH2:4]3)=[O:33])=[CH:31][C:25]=2[O:24]1. The catalyst class is: 674. (8) The catalyst class is: 3. Product: [N:1]1[NH:2][N:3]=[N:8][C:7]=1[C:9]1[CH:10]=[C:11]([C:15]2[CH:16]=[N:17][C:18]([NH:30][C:31]([NH:33][CH2:34][CH3:35])=[O:32])=[CH:19][C:20]=2[C:21]2[S:22][CH:23]=[C:24]([C:26]([F:28])([F:29])[F:27])[N:25]=2)[CH:12]=[N:13][CH:14]=1. Reactant: [N-:1]=[N+:2]=[N-:3].[Na+].[Cl-].[NH4+].[C:7]([C:9]1[CH:10]=[C:11]([C:15]2[CH:16]=[N:17][C:18]([NH:30][C:31]([NH:33][CH2:34][CH3:35])=[O:32])=[CH:19][C:20]=2[C:21]2[S:22][CH:23]=[C:24]([C:26]([F:29])([F:28])[F:27])[N:25]=2)[CH:12]=[N:13][CH:14]=1)#[N:8]. (9) Reactant: C(OC(=O)[NH:7][CH2:8][CH2:9][CH2:10][N:11]1[CH2:16][CH2:15][C:14]([C:25]#[N:26])([C:17]2[CH:22]=[CH:21][C:20]([Cl:23])=[CH:19][C:18]=2[Cl:24])[CH2:13][CH2:12]1)(C)(C)C. Product: [NH2:7][CH2:8][CH2:9][CH2:10][N:11]1[CH2:16][CH2:15][C:14]([C:17]2[CH:22]=[CH:21][C:20]([Cl:23])=[CH:19][C:18]=2[Cl:24])([C:25]#[N:26])[CH2:13][CH2:12]1. The catalyst class is: 281.